Dataset: Experimentally validated miRNA-target interactions with 360,000+ pairs, plus equal number of negative samples. Task: Binary Classification. Given a miRNA mature sequence and a target amino acid sequence, predict their likelihood of interaction. The miRNA is hsa-miR-5193 with sequence UCCUCCUCUACCUCAUCCCAGU. The protein sequence of the target gene is MPKGGRKGGHKGRARQYTSPEEIDAQLQAEKQKAREEEEQKEGGDGAAGDPKKEKKSLDSDESEDEEDDYQQKRKGVEGLIDIENPNRVAQTTKKVTQLDLDGPKELSRREREEIEKQKAKERYMKMHLAGKTEQAKADLARLAIIRKQREEAARKKEEERKAKDDATLSGKRMQSLSLNK. Result: 0 (no interaction).